From a dataset of Forward reaction prediction with 1.9M reactions from USPTO patents (1976-2016). Predict the product of the given reaction. (1) Given the reactants [C:9](O[C:9]([O:11][C:12]([CH3:15])([CH3:14])[CH3:13])=[O:10])([O:11][C:12]([CH3:15])([CH3:14])[CH3:13])=[O:10].[NH2:16][C:17]1[CH:18]=[C:19]([CH:22]=[CH:23][CH:24]=1)[CH2:20][NH2:21], predict the reaction product. The product is: [NH2:16][C:17]1[CH:18]=[C:19]([CH:22]=[CH:23][CH:24]=1)[CH2:20][NH:21][C:9](=[O:10])[O:11][C:12]([CH3:13])([CH3:14])[CH3:15]. (2) Given the reactants [CH3:1][C:2]1[C:10]2[N:9]=[CH:8][NH:7][C:6]=2[CH:5]=[CH:4][CH:3]=1.Br[CH2:12][C:13]([NH:15][C:16]1[CH:21]=[CH:20][CH:19]=[C:18]([C:22]([F:25])([F:24])[F:23])[CH:17]=1)=[O:14], predict the reaction product. The product is: [CH3:1][C:2]1[C:10]2[N:9]=[CH:8][N:7]([CH2:12][C:13]([NH:15][C:16]3[CH:21]=[CH:20][CH:19]=[C:18]([C:22]([F:23])([F:24])[F:25])[CH:17]=3)=[O:14])[C:6]=2[CH:5]=[CH:4][CH:3]=1. (3) Given the reactants C([O:8][C:9]1[CH:37]=[CH:36][C:12]([CH2:13][N:14]2[C:22]3[C:17](=[CH:18][CH:19]=[CH:20][CH:21]=3)[C:16]3([C:34]4[C:25](=[CH:26][C:27]5[O:32][CH2:31][CH2:30][O:29][C:28]=5[CH:33]=4)[O:24][CH2:23]3)[C:15]2=[O:35])=[CH:11][CH:10]=1)C1C=CC=CC=1.C(OC1C=CC(CN2C3C(=CC=CC=3)C3(COC4C=C5C(=CC3=4)CCO5)C2=O)=CC=1)C1C=CC=CC=1, predict the reaction product. The product is: [OH:8][C:9]1[CH:10]=[CH:11][C:12]([CH2:13][N:14]2[C:22]3[C:17](=[CH:18][CH:19]=[CH:20][CH:21]=3)[C:16]3([C:34]4[C:25](=[CH:26][C:27]5[O:32][CH2:31][CH2:30][O:29][C:28]=5[CH:33]=4)[O:24][CH2:23]3)[C:15]2=[O:35])=[CH:36][CH:37]=1. (4) Given the reactants [O:1]=[C:2]([CH3:8])/[CH:3]=[CH:4]/[C:5]([OH:7])=O.[CH2:9](N)[CH3:10].CC[N:14]=C=NCCCN(C)C.Cl.Cl, predict the reaction product. The product is: [CH2:9](/[C:4](=[CH:3]\[C:2](=[O:1])[CH3:8])/[C:5]([NH2:14])=[O:7])[CH3:10]. (5) Given the reactants [C:1]1([C:7]2[NH:19][C:10]3=[C:11]4[C:16](=[CH:17][CH:18]=[C:9]3[C:8]=2[C:20]([OH:22])=O)[CH:15]=[N:14][CH:13]=[CH:12]4)[CH:6]=[CH:5][CH:4]=[CH:3][CH:2]=1.CC[N:25](C(C)C)C(C)C.CCN=C=NCCCN(C)C.Cl.C1C=CC2N(O)N=NC=2C=1.N, predict the reaction product. The product is: [C:1]1([C:7]2[NH:19][C:10]3=[C:11]4[C:16](=[CH:17][CH:18]=[C:9]3[C:8]=2[C:20]([NH2:25])=[O:22])[CH:15]=[N:14][CH:13]=[CH:12]4)[CH:2]=[CH:3][CH:4]=[CH:5][CH:6]=1.